This data is from Catalyst prediction with 721,799 reactions and 888 catalyst types from USPTO. The task is: Predict which catalyst facilitates the given reaction. (1) Reactant: Cl.[NH2:2][CH2:3][C:4]1[CH:5]=[C:6]2[C:10](=[CH:11][CH:12]=1)[C:9](=[O:13])[N:8]([CH:14]1[CH2:19][CH2:18][C:17](=[O:20])[NH:16][C:15]1=[O:21])[CH2:7]2.[F:22][C:23]1([F:44])[CH2:28][CH2:27][N:26]([CH2:29][CH2:30][O:31][C:32]2[CH:33]=[C:34]([C:38]([F:43])([F:42])[C:39](O)=[O:40])[CH:35]=[CH:36][CH:37]=2)[CH2:25][CH2:24]1.C(N(CC)C(C)C)(C)C.F[P-](F)(F)(F)(F)F.CN(C(N(C)C)=[N+]1C2C(=NC=CC=2)[N+]([O-])=N1)C. Product: [F:44][C:23]1([F:22])[CH2:24][CH2:25][N:26]([CH2:29][CH2:30][O:31][C:32]2[CH:33]=[C:34]([C:38]([F:42])([F:43])[C:39]([NH:2][CH2:3][C:4]3[CH:5]=[C:6]4[C:10](=[CH:11][CH:12]=3)[C:9](=[O:13])[N:8]([CH:14]3[CH2:19][CH2:18][C:17](=[O:20])[NH:16][C:15]3=[O:21])[CH2:7]4)=[O:40])[CH:35]=[CH:36][CH:37]=2)[CH2:27][CH2:28]1. The catalyst class is: 35. (2) Reactant: [CH3:1][C:2]1[C:3]([C:26]2[CH:31]=[CH:30][C:29]([O:32]C)=[CH:28][CH:27]=2)=[C:4]([O:14][C:15]2[CH:20]=[CH:19][C:18](/[CH:21]=[CH:22]/[C:23]([OH:25])=[O:24])=[CH:17][CH:16]=2)[C:5]2[C:10]([CH:11]=1)=[CH:9][CH:8]=[C:7]([O:12]C)[CH:6]=2. Product: [OH:12][C:7]1[CH:6]=[C:5]2[C:10]([CH:11]=[C:2]([CH3:1])[C:3]([C:26]3[CH:27]=[CH:28][C:29]([OH:32])=[CH:30][CH:31]=3)=[C:4]2[O:14][C:15]2[CH:16]=[CH:17][C:18](/[CH:21]=[CH:22]/[C:23]([OH:25])=[O:24])=[CH:19][CH:20]=2)=[CH:9][CH:8]=1. The catalyst class is: 147. (3) Reactant: [NH2:1][CH2:2][CH:3]1[CH:7]([OH:8])[CH2:6][N:5]([C:9]([O:11][C:12]([CH3:15])([CH3:14])[CH3:13])=[O:10])[CH2:4]1.[CH2:16]([O:23][C:24](ON1C(=O)CCC1=O)=[O:25])[C:17]1[CH:22]=[CH:21][CH:20]=[CH:19][CH:18]=1. Product: [OH:8][CH:7]1[CH:3]([CH2:2][NH:1][C:24]([O:23][CH2:16][C:17]2[CH:22]=[CH:21][CH:20]=[CH:19][CH:18]=2)=[O:25])[CH2:4][N:5]([C:9]([O:11][C:12]([CH3:15])([CH3:14])[CH3:13])=[O:10])[CH2:6]1. The catalyst class is: 2. (4) Reactant: [C:1]([O:5][C@@H:6]([C:11]1[C:36]([CH3:37])=[CH:35][C:14]2[N:15]=[C:16]([C:18]3[CH:23]=[CH:22][N:21]=[C:20]([C:24]4[N:25]=[CH:26][C:27]5[N:32]([CH3:33])[N:31]=[C:30]([CH3:34])[C:28]=5[N:29]=4)[CH:19]=3)[S:17][C:13]=2[C:12]=1[C:38]1[CH:43]=[CH:42][C:41]([Cl:44])=[CH:40][CH:39]=1)[C:7]([O:9]C)=[O:8])([CH3:4])([CH3:3])[CH3:2].[OH-].[Na+].C(O)(=O)C.CN(C=O)C. Product: [C:1]([O:5][C@@H:6]([C:11]1[C:36]([CH3:37])=[CH:35][C:14]2[N:15]=[C:16]([C:18]3[CH:23]=[CH:22][N:21]=[C:20]([C:24]4[N:25]=[CH:26][C:27]5[N:32]([CH3:33])[N:31]=[C:30]([CH3:34])[C:28]=5[N:29]=4)[CH:19]=3)[S:17][C:13]=2[C:12]=1[C:38]1[CH:39]=[CH:40][C:41]([Cl:44])=[CH:42][CH:43]=1)[C:7]([OH:9])=[O:8])([CH3:4])([CH3:2])[CH3:3]. The catalyst class is: 36. (5) Reactant: Cl[C:2]1[N:7]=[C:6]([C:8]2[C:9]([C:18]3[CH:19]=[C:20]([NH:24][C:25](=[O:34])[C:26]4[C:31]([F:32])=[CH:30][CH:29]=[CH:28][C:27]=4[F:33])[CH:21]=[CH:22][CH:23]=3)=[N:10][N:11]3[C:16]([CH3:17])=[CH:15][CH:14]=[CH:13][C:12]=23)[CH:5]=[CH:4][N:3]=1.[F:35][C:36]([F:45])([F:44])[C:37]1[CH:38]=[C:39]([CH:41]=[CH:42][CH:43]=1)[NH2:40]. Product: [F:33][C:27]1[CH:28]=[CH:29][CH:30]=[C:31]([F:32])[C:26]=1[C:25]([NH:24][C:20]1[CH:21]=[CH:22][CH:23]=[C:18]([C:9]2[C:8]([C:6]3[CH:5]=[CH:4][N:3]=[C:2]([NH:40][C:39]4[CH:41]=[CH:42][CH:43]=[C:37]([C:36]([F:35])([F:44])[F:45])[CH:38]=4)[N:7]=3)=[C:12]3[CH:13]=[CH:14][CH:15]=[C:16]([CH3:17])[N:11]3[N:10]=2)[CH:19]=1)=[O:34]. The catalyst class is: 32. (6) Reactant: [CH3:1][NH:2][CH2:3][CH2:4][O:5][CH2:6][CH2:7][O:8][CH2:9][CH2:10][OH:11].[C:20](O[C:20]([O:22][C:23]([CH3:26])([CH3:25])[CH3:24])=[O:21])([O:22][C:23]([CH3:26])([CH3:25])[CH3:24])=[O:21].C(=O)([O-])[O-].[K+].[K+].Cl. Product: [C:23]([O:22][C:20](=[O:21])[N:2]([CH2:3][CH2:4][O:5][CH2:6][CH2:7][O:8][CH2:9][CH2:10][OH:11])[CH3:1])([CH3:24])([CH3:25])[CH3:26]. The catalyst class is: 20. (7) Reactant: [NH:1]1[C:9]2[C:4](=[CH:5][C:6]([CH2:10][CH2:11][C:12](OC)=[O:13])=[CH:7][CH:8]=2)[CH:3]=[CH:2]1.[BH4-].[Li+]. Product: [NH:1]1[C:9]2[C:4](=[CH:5][C:6]([CH2:10][CH2:11][CH2:12][OH:13])=[CH:7][CH:8]=2)[CH:3]=[CH:2]1. The catalyst class is: 219.